Dataset: Catalyst prediction with 721,799 reactions and 888 catalyst types from USPTO. Task: Predict which catalyst facilitates the given reaction. (1) Reactant: [C:1]([O:5][C:6](=[O:28])[NH:7][CH:8]([CH:25]1[CH2:27][O:26]1)[CH2:9][C:10]1[CH:15]=[C:14]([F:16])[CH:13]=[C:12]([O:17][CH2:18][C:19]2[CH:24]=[CH:23][CH:22]=[CH:21][CH:20]=2)[CH:11]=1)([CH3:4])([CH3:3])[CH3:2].[CH2:29]([C:31]1[CH:32]=[C:33]([CH:36]=[CH:37][CH:38]=1)[CH2:34][NH2:35])[CH3:30]. Product: [CH2:18]([O:17][C:12]1[CH:11]=[C:10]([CH:15]=[C:14]([F:16])[CH:13]=1)[CH2:9][C@H:8]([NH:7][C:6](=[O:28])[O:5][C:1]([CH3:3])([CH3:2])[CH3:4])[C@H:25]([OH:26])[CH2:27][NH:35][CH2:34][C:33]1[CH:36]=[CH:37][CH:38]=[C:31]([CH2:29][CH3:30])[CH:32]=1)[C:19]1[CH:20]=[CH:21][CH:22]=[CH:23][CH:24]=1. The catalyst class is: 32. (2) Reactant: [C:1]([NH:4][C:5]1[NH:6][CH:7]=[C:8]([C:13]2[CH:14]=[N:15][C:16]([N+:19]([O-])=O)=[CH:17][CH:18]=2)[C:9]=1[C:10]([NH2:12])=[O:11])(=[O:3])[CH3:2].[H][H]. Product: [C:1]([NH:4][C:5]1[NH:6][CH:7]=[C:8]([C:13]2[CH:14]=[N:15][C:16]([NH2:19])=[CH:17][CH:18]=2)[C:9]=1[C:10]([NH2:12])=[O:11])(=[O:3])[CH3:2]. The catalyst class is: 43. (3) Reactant: C(OC(=O)[NH:7][C@H:8]([CH2:31][C:32]1[CH:37]=[C:36]([F:38])[C:35]([F:39])=[CH:34][C:33]=1[F:40])[CH2:9][C:10]([N:12]1[CH2:17][CH:16](C(=O)N)[N:15]2[C:21]([C:27]([F:30])([F:29])[F:28])=[N:22][C:23](CCC)=[C:14]2[CH2:13]1)=[O:11])(C)(C)C.FC(F)(F)[C:44]([OH:46])=O. Product: [CH2:8]([NH:7][C:44]([C:23]1[N:22]=[C:21]([C:27]([F:30])([F:29])[F:28])[N:15]2[CH2:16][CH2:17][N:12]([C:10](=[O:11])[CH2:9][C@H:8]([NH2:7])[CH2:31][C:32]3[CH:37]=[C:36]([F:38])[C:35]([F:39])=[CH:34][C:33]=3[F:40])[CH2:13][C:14]=12)=[O:46])[CH2:9][CH3:10]. The catalyst class is: 4. (4) Reactant: [CH3:1][O:2][C:3]1[CH:15]=[C:14]([O:16][CH3:17])[CH:13]=[CH:12][C:4]=1[CH2:5][NH:6][C:7]1[S:8][CH:9]=[CH:10][N:11]=1.[Li].Cl[S:20]([C:23]1[CH:31]=[CH:30][C:26]([C:27]([OH:29])=[O:28])=[CH:25][C:24]=1[F:32])(=[O:22])=[O:21]. Product: [CH3:1][O:2][C:3]1[CH:15]=[C:14]([O:16][CH3:17])[CH:13]=[CH:12][C:4]=1[CH2:5][N:6]([C:7]1[S:8][CH:9]=[CH:10][N:11]=1)[S:20]([C:23]1[CH:31]=[CH:30][C:26]([C:27]([OH:29])=[O:28])=[CH:25][C:24]=1[F:32])(=[O:21])=[O:22]. The catalyst class is: 220.